The task is: Predict the product of the given reaction.. This data is from Forward reaction prediction with 1.9M reactions from USPTO patents (1976-2016). (1) Given the reactants [CH3:1][C@H:2]1[CH2:7][N:6]([C:8]2[C:13]([N+:14]([O-:16])=[O:15])=[CH:12][N:11]=[C:10]3[CH2:17][CH2:18][CH2:19][C:9]=23)[CH2:5][C@@H:4]([NH:20][C:21](=[O:27])[O:22][C:23]([CH3:26])([CH3:25])[CH3:24])[CH2:3]1.C1C=C(Cl)C=C(C(OO)=[O:36])C=1.[O-]S([O-])(=S)=O.[Na+].[Na+].[OH-].[Na+], predict the reaction product. The product is: [CH3:1][C@H:2]1[CH2:7][N:6]([C:8]2[C:13]([N+:14]([O-:16])=[O:15])=[CH:12][N+:11]([O-:36])=[C:10]3[CH2:17][CH2:18][CH2:19][C:9]=23)[CH2:5][C@@H:4]([NH:20][C:21](=[O:27])[O:22][C:23]([CH3:26])([CH3:25])[CH3:24])[CH2:3]1. (2) Given the reactants [CH3:1][N:2]([CH3:29])[C:3]1[C:12]2[C:7](=[CH:8][CH:9]=[CH:10][CH:11]=2)[N:6]=[C:5](/[CH:13]=[CH:14]/[C:15]2[N:20]=[C:19]([C:21]([OH:23])=O)[CH:18]=[C:17]([N:24]3[CH2:28][CH2:27][CH2:26][CH2:25]3)[N:16]=2)[N:4]=1.[CH:30]1([NH2:33])[CH2:32][CH2:31]1.Cl.C(N=C=NCCCN(C)C)C.ON1C2C=CC=CC=2N=N1.C(=O)(O)[O-].[Na+], predict the reaction product. The product is: [CH:30]1([NH:33][C:21]([C:19]2[CH:18]=[C:17]([N:24]3[CH2:25][CH2:26][CH2:27][CH2:28]3)[N:16]=[C:15](/[CH:14]=[CH:13]/[C:5]3[N:4]=[C:3]([N:2]([CH3:1])[CH3:29])[C:12]4[C:7](=[CH:8][CH:9]=[CH:10][CH:11]=4)[N:6]=3)[N:20]=2)=[O:23])[CH2:32][CH2:31]1.